From a dataset of Reaction yield outcomes from USPTO patents with 853,638 reactions. Predict the reaction yield, written as a fraction of the theoretical maximum amount of product (1.0 means a 100% yield; for example, 0.34 means a 34% yield). (1) The reactants are [CH3:1][S:2](=[O:24])([C:18]1[CH:23]=[CH:22][CH:21]=[CH:20][CH:19]=1)=[N:3][C:4](=[O:17])[C:5]1[CH:10]=[C:9]([C:11]#[C:12][Si](C)(C)C)[CH:8]=[N:7][CH:6]=1.Br[C:26]1[S:30][C:29]([NH:31][C:32](=[O:38])[O:33][C:34]([CH3:37])([CH3:36])[CH3:35])=[N:28][CH:27]=1.C1(P(C2C=CC=CC=2)C2C=CC=CC=2)C=CC=CC=1.C(N(CC)CC)C.[H][H].N#N.[F-].C([N+](CCCC)(CCCC)CCCC)CCC. The catalyst is CN(C=O)C.Cl[Pd](Cl)([P](C1C=CC=CC=1)(C1C=CC=CC=1)C1C=CC=CC=1)[P](C1C=CC=CC=1)(C1C=CC=CC=1)C1C=CC=CC=1.[Cu]I. The product is [CH3:1][S@:2](=[N:3][C:4]([C:5]1[CH:10]=[C:9]([C:11]#[C:12][C:26]2[S:30][C:29]([NH:31][C:32](=[O:38])[O:33][C:34]([CH3:36])([CH3:35])[CH3:37])=[N:28][CH:27]=2)[CH:8]=[N:7][CH:6]=1)=[O:17])(=[O:24])[C:18]1[CH:23]=[CH:22][CH:21]=[CH:20][CH:19]=1. The yield is 0.180. (2) The reactants are [F:1][C:2]([F:42])([F:41])[C:3]1[CH:4]=[C:5]([C:13]([CH3:40])([CH3:39])[C:14]([N:16]([C:18]2[CH:19]=[N:20][C:21]([N:32]3[CH2:36][CH2:35][CH2:34][C@H:33]3[CH2:37]O)=[CH:22][C:23]=2[C:24]2[CH:29]=[CH:28][C:27]([F:30])=[CH:26][C:25]=2[CH3:31])[CH3:17])=[O:15])[CH:6]=[C:7]([C:9]([F:12])([F:11])[F:10])[CH:8]=1.[C:43]1(=[O:53])[NH:47][C:46](=[O:48])[C:45]2=[CH:49][CH:50]=[CH:51][CH:52]=[C:44]12.N(C(OCC)=O)=NC(OCC)=O.C1(P(C2C=CC=CC=2)C2C=CC=CC=2)C=CC=CC=1. The catalyst is O1CCCC1.[OH-].[Na+]. The product is [F:41][C:2]([F:1])([F:42])[C:3]1[CH:4]=[C:5]([C:13]([CH3:39])([CH3:40])[C:14]([N:16]([C:18]2[CH:19]=[N:20][C:21]([N:32]3[CH2:36][CH2:35][CH2:34][C@H:33]3[CH2:37][N:47]3[C:43](=[O:53])[C:44]4[C:45](=[CH:49][CH:50]=[CH:51][CH:52]=4)[C:46]3=[O:48])=[CH:22][C:23]=2[C:24]2[CH:29]=[CH:28][C:27]([F:30])=[CH:26][C:25]=2[CH3:31])[CH3:17])=[O:15])[CH:6]=[C:7]([C:9]([F:10])([F:11])[F:12])[CH:8]=1. The yield is 0.290. (3) The yield is 0.740. The product is [OH:1][C@@H:2]1[CH2:7][CH2:6][CH2:5][CH2:4][C@:3]1([CH3:21])[C:8]([OH:10])=[O:9]. The catalyst is C1COCC1.CO.[OH-].[Li+]. The reactants are [OH:1][C@@H:2]1[CH2:7][CH2:6][CH2:5][CH2:4][C@:3]1([CH3:21])[C:8]([O:10]CCN(C)C1C=CC=CN=1)=[O:9].O.Cl. (4) The reactants are [SH:1][C:2]1[NH:10][C:9]2[C:4](=[N:5][CH:6]=[N:7][C:8]=2[NH2:11])[N:3]=1.CC1C=CC2C=CC3C=CC(C)=NC=3C=2N=1.O.O(C(C)(C)C)[Na].[Cl:35][C:36]1[CH:41]=[C:40](I)[CH:39]=[C:38]([Cl:43])[N:37]=1. The catalyst is [Cu]I.CN(C=O)C. The product is [Cl:35][C:36]1[CH:41]=[C:40]([S:1][C:2]2[NH:3][C:4]3[C:9]([N:10]=2)=[C:8]([NH2:11])[N:7]=[CH:6][N:5]=3)[CH:39]=[C:38]([Cl:43])[N:37]=1. The yield is 0.500. (5) The reactants are [CH3:1][CH:2]([CH2:26][CH2:27][CH2:28][CH:29]([CH3:31])[CH3:30])[CH2:3][CH2:4][O:5][C:6]1[CH:7]=[C:8]([C:12]2[CH:21]=[C:20]([C:22](OC)=[O:23])[CH:19]=[CH:18][C:13]=2[C:14](OC)=[O:15])[CH:9]=[CH:10][CH:11]=1. The catalyst is C1COCC1. The product is [OH:15][CH2:14][C:13]1[CH:18]=[CH:19][C:20]([CH2:22][OH:23])=[CH:21][C:12]=1[C:8]1[CH:9]=[CH:10][CH:11]=[C:6]([O:5][CH2:4][CH2:3][CH:2]([CH3:1])[CH2:26][CH2:27][CH2:28][CH:29]([CH3:31])[CH3:30])[CH:7]=1. The yield is 0.820.